This data is from Reaction yield outcomes from USPTO patents with 853,638 reactions. The task is: Predict the reaction yield, written as a fraction of the theoretical maximum amount of product (1.0 means a 100% yield; for example, 0.34 means a 34% yield). The reactants are [Cl:1][C:2]1[CH:7]=[CH:6][C:5]([S:8]([NH2:11])(=[O:10])=[O:9])=[CH:4][C:3]=1[N+:12]([O-:14])=[O:13].N[C:16]1[CH:21]=[CH:20][CH:19]=[CH:18][CH:17]=1.N1C=CC=CC=1. The yield is 0.960. The product is [Cl:1][C:2]1[CH:7]=[CH:6][C:5]([S:8]([NH:11][C:16]2[CH:21]=[CH:20][CH:19]=[CH:18][CH:17]=2)(=[O:9])=[O:10])=[CH:4][C:3]=1[N+:12]([O-:14])=[O:13]. The catalyst is C(Cl)Cl.C(OCC)(=O)C.